Dataset: Full USPTO retrosynthesis dataset with 1.9M reactions from patents (1976-2016). Task: Predict the reactants needed to synthesize the given product. (1) Given the product [ClH:29].[ClH:29].[NH2:1][C:4]1[CH:9]=[CH:8][C:7]([NH:10][CH2:11][CH2:12][CH:13]([OH:15])[CH3:14])=[CH:6][C:5]=1[CH3:16], predict the reactants needed to synthesize it. The reactants are: [N+:1]([C:4]1[CH:9]=[CH:8][C:7]([NH:10][CH2:11][CH2:12][CH:13]([OH:15])[CH3:14])=[CH:6][C:5]=1[CH3:16])([O-])=O.C1(N)C(F)=C(F)C(F)=C(N)C=1F.[ClH:29].Cl. (2) Given the product [Cl:1][C:2]1[CH:3]=[C:4]([C:12]2[S:13][C:14]([C:17]3[CH:22]=[CH:21][N:20]=[C:19]4[N:23]([CH2:26][CH2:27][CH2:28][C:29]([OH:31])=[O:30])[CH:24]=[CH:25][C:18]=34)=[CH:15][N:16]=2)[CH:5]=[CH:6][C:7]=1[O:8][CH:9]([CH3:11])[CH3:10], predict the reactants needed to synthesize it. The reactants are: [Cl:1][C:2]1[CH:3]=[C:4]([C:12]2[S:13][C:14]([C:17]3[CH:22]=[CH:21][N:20]=[C:19]4[N:23]([CH2:26][CH2:27][CH2:28][C:29]([O:31]CC)=[O:30])[CH:24]=[CH:25][C:18]=34)=[CH:15][N:16]=2)[CH:5]=[CH:6][C:7]=1[O:8][CH:9]([CH3:11])[CH3:10].[OH-].[Na+].Cl. (3) Given the product [C:6]1([N:12]2[CH:13]=[CH:14][CH:15]=[C:17]2[CH:18]=[O:2])[CH:11]=[CH:10][CH:9]=[CH:8][CH:7]=1, predict the reactants needed to synthesize it. The reactants are: P(Cl)(Cl)(Cl)=[O:2].[C:6]1([N:12]2C=[CH:15][CH:14]=[CH:13]2)[CH:11]=[CH:10][CH:9]=[CH:8][CH:7]=1.[CH2:17](Cl)[CH2:18]Cl. (4) Given the product [CH3:1][O:2][C:3]1[CH:4]=[CH:5][C:6]([S:9]([N:12]2[CH2:13][CH2:14][CH:15]([N:18]([CH3:35])[CH:19]([C:21]3[N:30]([CH3:31])[C:29](=[O:32])[C:28]4[C:23](=[CH:24][CH:25]=[CH:26][CH:27]=4)[N:22]=3)[CH3:20])[CH2:16][CH2:17]2)(=[O:11])=[O:10])=[CH:7][CH:8]=1, predict the reactants needed to synthesize it. The reactants are: [CH3:1][O:2][C:3]1[CH:8]=[CH:7][C:6]([S:9]([N:12]2[CH2:17][CH2:16][CH:15]([NH:18][CH:19]([C:21]3[N:30]([CH3:31])[C:29](=[O:32])[C:28]4[C:23](=[CH:24][CH:25]=[CH:26][CH:27]=4)[N:22]=3)[CH3:20])[CH2:14][CH2:13]2)(=[O:11])=[O:10])=[CH:5][CH:4]=1.C=O.[CH3:35]N(C=O)C.C([BH3-])#N. (5) Given the product [S:4]1[C:8]2[CH:9]=[CH:10][CH:11]=[CH:12][C:7]=2[N:6]=[C:5]1[C:13]([O:15][CH2:22][CH2:21][CH2:20][CH2:19][C:18]([CH3:24])=[C:17]([F:25])[F:16])=[O:14], predict the reactants needed to synthesize it. The reactants are: ClCCl.[S:4]1[C:8]2[CH:9]=[CH:10][CH:11]=[CH:12][C:7]=2[N:6]=[C:5]1[C:13]([OH:15])=[O:14].[F:16][C:17]([F:25])=[C:18]([CH3:24])[CH2:19][CH2:20][CH2:21][CH2:22]O.CN(C1C=CC=CN=1)C. (6) The reactants are: F[C:2]1[CH:9]=[CH:8][C:5]([CH:6]=[O:7])=[CH:4][CH:3]=1.[Br:10][C:11]1[CH:16]=[CH:15][CH:14]=[CH:13][C:12]=1[SH:17].C(=O)([O-])[O-].[K+].[K+]. Given the product [Br:10][C:11]1[CH:16]=[CH:15][CH:14]=[CH:13][C:12]=1[S:17][C:2]1[CH:9]=[CH:8][C:5]([CH:6]=[O:7])=[CH:4][CH:3]=1, predict the reactants needed to synthesize it. (7) Given the product [C:1]1([S:7]([CH3:9])(=[O:10])=[O:8])[CH:6]=[CH:5][CH:4]=[CH:3][CH:2]=1, predict the reactants needed to synthesize it. The reactants are: [C:1]1([S:7]([CH3:9])=[O:8])[CH:6]=[CH:5][CH:4]=[CH:3][CH:2]=1.[OH:10]O. (8) Given the product [C:30]([N:27]1[CH2:26][CH2:25][CH:24]([NH:23][C:21]([C:17]2[C:13]3[N:14]=[CH:15][N:16]=[C:11]([C:5]4[CH:6]=[C:7]([F:10])[CH:8]=[CH:9][C:4]=4[O:3][CH2:1][CH3:2])[C:12]=3[NH:19][C:18]=2[CH3:20])=[O:22])[CH2:29][CH2:28]1)(=[O:32])[CH3:31], predict the reactants needed to synthesize it. The reactants are: [CH2:1]([O:3][C:4]1[CH:9]=[CH:8][C:7]([F:10])=[CH:6][C:5]=1[C:11]1[C:12]2[NH:19][C:18]([CH3:20])=[C:17]([C:21]([NH:23][CH:24]3[CH2:29][CH2:28][NH:27][CH2:26][CH2:25]3)=[O:22])[C:13]=2[N:14]=[CH:15][N:16]=1)[CH3:2].[C:30](Cl)(=[O:32])[CH3:31]. (9) Given the product [Br:1][C:2]1[CH:3]=[C:4]([CH:8]=[CH:9][CH:10]=1)[C:5]([NH:15][C:11]([CH3:14])([CH3:13])[CH3:12])=[O:6], predict the reactants needed to synthesize it. The reactants are: [Br:1][C:2]1[CH:3]=[C:4]([CH:8]=[CH:9][CH:10]=1)[C:5](Cl)=[O:6].[C:11]([NH2:15])([CH3:14])([CH3:13])[CH3:12]. (10) Given the product [CH2:9]([O:11][CH:12]([O:15][CH2:16][CH3:17])[CH2:13][N:14]=[CH:7][C:4]1[CH:3]=[CH:2][N:1]=[CH:6][CH:5]=1)[CH3:10], predict the reactants needed to synthesize it. The reactants are: [N:1]1[CH:6]=[CH:5][C:4]([CH:7]=O)=[CH:3][CH:2]=1.[CH2:9]([O:11][CH:12]([O:15][CH2:16][CH3:17])[CH2:13][NH2:14])[CH3:10].